Dataset: Reaction yield outcomes from USPTO patents with 853,638 reactions. Task: Predict the reaction yield, written as a fraction of the theoretical maximum amount of product (1.0 means a 100% yield; for example, 0.34 means a 34% yield). (1) The reactants are [CH2:1]([CH:3]([O:6][C:7]1[CH:8]=[C:9]([CH:20]=[CH:21][C:22](O)=[O:23])[CH:10]=[C:11]([O:14][CH:15]([CH2:18][CH3:19])[CH2:16][CH3:17])[C:12]=1[OH:13])[CH2:4][CH3:5])[CH3:2].[CH3:25][C:26]1[CH:27]=[C:28]([CH2:33][CH2:34][CH2:35][NH2:36])[CH:29]=[CH:30][C:31]=1[CH3:32].F[P-](F)(F)(F)(F)F.N1(O[P+](N(C)C)(N(C)C)N(C)C)C2C=CC=CC=2N=N1. The catalyst is CN(C=O)C.CCN(CC)CC.C(Cl)Cl. The product is [CH2:16]([CH:15]([O:14][C:11]1[CH:10]=[C:9]([CH:20]=[CH:21][C:22]([NH:36][CH2:35][CH2:34][CH2:33][C:28]2[CH:29]=[CH:30][C:31]([CH3:32])=[C:26]([CH3:25])[CH:27]=2)=[O:23])[CH:8]=[C:7]([O:6][CH:3]([CH2:1][CH3:2])[CH2:4][CH3:5])[C:12]=1[OH:13])[CH2:18][CH3:19])[CH3:17]. The yield is 0.900. (2) The reactants are [NH2:1][CH2:2][CH2:3][CH:4]([N:6]1[CH2:11][CH2:10][CH:9]([NH:12][CH2:13][C:14]2[N:15]=[CH:16][S:17][CH:18]=2)[CH2:8][CH2:7]1)[CH3:5].CCN=C=NCCCN(C)C.C1C=CC2N(O)N=NC=2C=1.[Cl:40][C:41]1[CH:49]=[C:48]([CH3:50])[C:44]([C:45](O)=[O:46])=[C:43]([CH3:51])[N:42]=1.CCN(C(C)C)C(C)C. The catalyst is CN(C=O)C. The product is [Cl:40][C:41]1[CH:49]=[C:48]([CH3:50])[C:44]([C:45]([NH:1][CH2:2][CH2:3][CH:4]([N:6]2[CH2:11][CH2:10][CH:9]([NH:12][CH2:13][C:14]3[N:15]=[CH:16][S:17][CH:18]=3)[CH2:8][CH2:7]2)[CH3:5])=[O:46])=[C:43]([CH3:51])[N:42]=1. The yield is 0.810. (3) The reactants are I[C:2]1[CH:10]=[C:9]([C:11]#[N:12])[CH:8]=[C:7]2[C:3]=1[C:4]1[CH:16]=[C:15]([CH3:17])[CH:14]=[N:13][C:5]=1[NH:6]2.[CH2:18]([S:20]([C:23]1[CH:24]=[C:25](C2C=C(C(F)(F)F)C(C)=C([N+]([O-])=O)C=2C2C(F)=NC=C(C)C=2)[CH:26]=[CH:27][CH:28]=1)(=[O:22])=[O:21])[CH3:19]. No catalyst specified. The product is [CH2:18]([S:20]([C:23]1[CH:28]=[C:27]([C:2]2[CH:10]=[C:9]([C:11]#[N:12])[CH:8]=[C:7]3[C:3]=2[C:4]2[CH:16]=[C:15]([CH3:17])[CH:14]=[N:13][C:5]=2[NH:6]3)[CH:26]=[CH:25][CH:24]=1)(=[O:21])=[O:22])[CH3:19]. The yield is 0.430. (4) The reactants are [CH3:1][C:2]([C:4]1[CH:9]=[CH:8][C:7]([Br:10])=[CH:6][CH:5]=1)=[O:3].[CH3:11][C:12]([Si:15](Cl)([CH3:17])[CH3:16])([CH3:14])[CH3:13].[Na+].[I-].CCN(CC)CC.C([O-])(O)=O.[Na+]. The catalyst is CC#N. The product is [Br:10][C:7]1[CH:8]=[CH:9][C:4]([C:2]([O:3][Si:15]([C:12]([CH3:14])([CH3:13])[CH3:11])([CH3:17])[CH3:16])=[CH2:1])=[CH:5][CH:6]=1. The yield is 0.960.